Dataset: Catalyst prediction with 721,799 reactions and 888 catalyst types from USPTO. Task: Predict which catalyst facilitates the given reaction. (1) Reactant: Cl[C:2]1[CH:7]=[C:6]([Cl:8])[N:5]=[C:4]([N:9]2[C:13]([CH3:14])=[CH:12][C:11]([CH3:15])=[N:10]2)[N:3]=1.[Cl:16][C:17]1[CH:23]=[CH:22][C:20]([NH2:21])=[CH:19][CH:18]=1.Cl. Product: [Cl:8][C:6]1[N:5]=[C:4]([N:9]2[C:13]([CH3:14])=[CH:12][C:11]([CH3:15])=[N:10]2)[N:3]=[C:2]([NH:21][C:20]2[CH:22]=[CH:23][C:17]([Cl:16])=[CH:18][CH:19]=2)[CH:7]=1. The catalyst class is: 97. (2) Reactant: [Br:1][C:2]1[CH:7]=[C:6]([F:8])[CH:5]=[CH:4][C:3]=1[CH:9]1[C:14]([C:15]([O:17][CH2:18][CH3:19])=[O:16])=[C:13]([CH3:20])[NH:12][C:11]([N:21]2[CH:25]=[N:24][C:23]([C:26]#[N:27])=[N:22]2)=[N:10]1.C1C(=O)N([Br:35])C(=O)C1. Product: [Br:1][C:2]1[CH:7]=[C:6]([F:8])[CH:5]=[CH:4][C:3]=1[CH:9]1[C:14]([C:15]([O:17][CH2:18][CH3:19])=[O:16])=[C:13]([CH2:20][Br:35])[NH:12][C:11]([N:21]2[CH:25]=[N:24][C:23]([C:26]#[N:27])=[N:22]2)=[N:10]1. The catalyst class is: 22.